This data is from Reaction yield outcomes from USPTO patents with 853,638 reactions. The task is: Predict the reaction yield, written as a fraction of the theoretical maximum amount of product (1.0 means a 100% yield; for example, 0.34 means a 34% yield). (1) The reactants are Cl[C:2](Cl)([O:4]C(=O)OC(Cl)(Cl)Cl)Cl.[OH:13][CH2:14][CH2:15][N:16]1[CH2:21][CH2:20][N:19]([C:22]([O:24][C:25]([CH3:28])([CH3:27])[CH3:26])=[O:23])[CH2:18][CH2:17]1.Cl.[NH2:30][C@@H:31]([CH2:36][C:37]1[CH:42]=[CH:41][C:40]([O:43][C:44]([CH3:47])([CH3:46])[CH3:45])=[CH:39][CH:38]=1)[C:32]([O:34][CH3:35])=[O:33].C([O-])(O)=O.[Na+]. The catalyst is C(Cl)Cl.CN(C1C=CN=CC=1)C. The product is [CH3:35][O:34][C:32]([C@@H:31]([NH:30][C:2](=[O:4])[O:13][CH2:14][CH2:15][N:16]1[CH2:21][CH2:20][N:19]([C:22]([O:24][C:25]([CH3:28])([CH3:27])[CH3:26])=[O:23])[CH2:18][CH2:17]1)[CH2:36][C:37]1[CH:38]=[CH:39][C:40]([O:43][C:44]([CH3:47])([CH3:46])[CH3:45])=[CH:41][CH:42]=1)=[O:33]. The yield is 0.760. (2) The reactants are Br[CH:2]([CH2:4][CH3:5])[CH3:3].C(=O)([O-])[O-].[Cs+].[Cs+].[OH:12][C:13]1[CH:18]=[CH:17][C:16]([C:19]2[C:24](=[O:25])[N:23]([CH2:26][C:27]3[CH:32]=[CH:31][C:30]([C:33]4[C:34]([C:39]#[N:40])=[CH:35][CH:36]=[CH:37][CH:38]=4)=[CH:29][CH:28]=3)[C:22]([CH2:41][CH2:42][CH3:43])=[N:21][C:20]=2[CH3:44])=[CH:15][CH:14]=1. The catalyst is CN(C)C=O.C(OCC)(=O)C. The product is [CH:2]([O:12][C:13]1[CH:14]=[CH:15][C:16]([C:19]2[C:24](=[O:25])[N:23]([CH2:26][C:27]3[CH:32]=[CH:31][C:30]([C:33]4[C:34]([C:39]#[N:40])=[CH:35][CH:36]=[CH:37][CH:38]=4)=[CH:29][CH:28]=3)[C:22]([CH2:41][CH2:42][CH3:43])=[N:21][C:20]=2[CH3:44])=[CH:17][CH:18]=1)([CH2:4][CH3:5])[CH3:3]. The yield is 0.890.